From a dataset of Forward reaction prediction with 1.9M reactions from USPTO patents (1976-2016). Predict the product of the given reaction. (1) Given the reactants [F:1][C:2]([F:34])([F:33])[C:3]1[CH:4]=[C:5]([C@H:13]2[O:17][C:16](=[O:18])[N:15]([CH2:19][C:20]3[CH:25]=[C:24]([C:26]([F:29])([F:28])[F:27])[CH:23]=[CH:22][C:21]=3[CH2:30]Br)[C@H:14]2[CH3:32])[CH:6]=[C:7]([C:9]([F:12])([F:11])[F:10])[CH:8]=1.C(NC[C@H:39]1[CH2:44][CH2:43][C@H:42]([C:45]([O:47][CH2:48][CH3:49])=[O:46])CC1)C.CC[N:52]([CH:56]([CH3:58])C)[CH:53]([CH3:55])C.[CH3:59][C:60]#N, predict the reaction product. The product is: [F:1][C:2]([F:34])([F:33])[C:3]1[CH:4]=[C:5]([C@H:13]2[O:17][C:16](=[O:18])[N:15]([CH2:19][C:20]3[CH:25]=[C:24]([C:26]([F:29])([F:28])[F:27])[CH:23]=[CH:22][C:21]=3[CH2:30][N:52]([CH2:53][C@H:55]3[CH2:39][CH2:44][C@H:43]([CH2:42][C:45]([O:47][CH2:48][CH3:49])=[O:46])[CH2:60][CH2:59]3)[CH2:56][CH3:58])[C@H:14]2[CH3:32])[CH:6]=[C:7]([C:9]([F:12])([F:11])[F:10])[CH:8]=1. (2) Given the reactants [F:1][C:2]1[CH:7]=[CH:6][C:5]([CH3:8])=[CH:4][C:3]=1[NH:9][C:10]([NH:12][C:13]1[CH:34]=[CH:33][C:16]([O:17][C:18]2[CH:23]=[CH:22][N:21]=[C:20]([C:24]3[CH:25]=[C:26]([C:29]([O:31]C)=[O:30])[S:27][CH:28]=3)[CH:19]=2)=[CH:15][CH:14]=1)=[O:11].[OH-].[Na+].Cl, predict the reaction product. The product is: [F:1][C:2]1[CH:7]=[CH:6][C:5]([CH3:8])=[CH:4][C:3]=1[NH:9][C:10]([NH:12][C:13]1[CH:14]=[CH:15][C:16]([O:17][C:18]2[CH:23]=[CH:22][N:21]=[C:20]([C:24]3[CH:25]=[C:26]([C:29]([OH:31])=[O:30])[S:27][CH:28]=3)[CH:19]=2)=[CH:33][CH:34]=1)=[O:11]. (3) Given the reactants [NH2:1][C:2]1[CH:18]=[CH:17][C:5]([O:6][C:7]2[CH:12]=[CH:11][N:10]=[C:9]([NH2:13])[C:8]=2[N+:14]([O-:16])=[O:15])=[CH:4][C:3]=1[F:19].[F:20][C:21]1[CH:26]=[CH:25][C:24]([C:27]([F:30])([F:29])[F:28])=[CH:23][C:22]=1[N:31]=[C:32]=[O:33], predict the reaction product. The product is: [NH2:13][C:9]1[C:8]([N+:14]([O-:16])=[O:15])=[C:7]([O:6][C:5]2[CH:17]=[CH:18][C:2]([NH:1][C:32]([NH:31][C:22]3[CH:23]=[C:24]([C:27]([F:28])([F:30])[F:29])[CH:25]=[CH:26][C:21]=3[F:20])=[O:33])=[C:3]([F:19])[CH:4]=2)[CH:12]=[CH:11][N:10]=1. (4) Given the reactants [CH3:1][N:2]1[C:6]([C:7]2[CH:8]=[C:9]([C:14]3[CH:19]=[CH:18][CH:17]=[CH:16][CH:15]=3)[CH:10]=[CH:11][C:12]=2[OH:13])=[CH:5][CH:4]=[N:3]1.C(=O)([O-])[O-].[K+].[K+].[C:26]([C:28]1[CH:29]=[C:30]([S:35]([NH:38][C:39]2[S:43][N:42]=[CH:41][N:40]=2)(=[O:37])=[O:36])[CH:31]=[CH:32][C:33]=1F)#[N:27].Cl, predict the reaction product. The product is: [C:26]([C:28]1[CH:29]=[C:30]([S:35]([NH:38][C:39]2[S:43][N:42]=[CH:41][N:40]=2)(=[O:37])=[O:36])[CH:31]=[CH:32][C:33]=1[O:13][C:12]1[CH:11]=[CH:10][C:9]([C:14]2[CH:15]=[CH:16][CH:17]=[CH:18][CH:19]=2)=[CH:8][C:7]=1[C:6]1[N:2]([CH3:1])[N:3]=[CH:4][CH:5]=1)#[N:27]. (5) Given the reactants Br[C:2]1[S:11][C:5]2[N:6]=[CH:7][N:8]=[C:9]([Cl:10])[C:4]=2[CH:3]=1.[F:12][C:13]1[CH:18]=[CH:17][C:16](B(O)O)=[CH:15][CH:14]=1.C([O-])([O-])=O.[K+].[K+].Cl, predict the reaction product. The product is: [Cl:10][C:9]1[C:4]2[CH:3]=[C:2]([C:16]3[CH:17]=[CH:18][C:13]([F:12])=[CH:14][CH:15]=3)[S:11][C:5]=2[N:6]=[CH:7][N:8]=1. (6) Given the reactants O.[NH2:2][NH2:3].[F:4][C:5]1[CH:10]=[CH:9][C:8]([C:11]2[CH:12]=[C:13]3[C:18](=[CH:19][CH:20]=2)[CH:17]=[C:16]([S:21]([C:24]2[CH:33]=[CH:32][CH:31]=[CH:30][C:25]=2[C:26]([O:28][CH3:29])=O)(=[O:23])=[O:22])[CH:15]=[CH:14]3)=[CH:7][CH:6]=1, predict the reaction product. The product is: [F:4][C:5]1[CH:10]=[CH:9][C:8]([C:11]2[CH:12]=[C:13]3[C:18](=[CH:19][CH:20]=2)[CH:17]=[C:16]([S:21]([C:24]2[CH:33]=[CH:32][CH:31]=[CH:30][C:25]=2[C:26]2[O:28][CH:29]=[N:2][N:3]=2)(=[O:23])=[O:22])[CH:15]=[CH:14]3)=[CH:7][CH:6]=1. (7) Given the reactants [F:1][C:2]1[CH:22]=[CH:21][C:5]2[CH2:6][C:7]3[CH:20]=[CH:19][CH:18]=[CH:17][C:8]=3[C:9]3([CH2:15][CH2:14][CH:13]([OH:16])[CH2:12]3)[CH:10](O)[C:4]=2[CH:3]=1, predict the reaction product. The product is: [F:1][C:2]1[CH:22]=[CH:21][C:5]2[CH2:6][C:7]3[CH:20]=[CH:19][CH:18]=[CH:17][C:8]=3[C:9]3([CH2:15][CH2:14][CH:13]([OH:16])[CH2:12]3)[CH2:10][C:4]=2[CH:3]=1. (8) Given the reactants [CH3:1][O:2][N:3]=[C:4]([C:15]1[CH:20]=[CH:19][CH:18]=[CH:17][CH:16]=1)[CH2:5][O:6][C:7]1[CH:12]=[CH:11][C:10]([CH2:13][OH:14])=[CH:9][CH:8]=1.O[C:22]1[CH:27]=[CH:26][C:25]([CH2:28][C:29]#[N:30])=[CH:24][CH:23]=1.C(P(CCCC)CCCC)CCC, predict the reaction product. The product is: [CH3:1][O:2]/[N:3]=[C:4](/[C:15]1[CH:20]=[CH:19][CH:18]=[CH:17][CH:16]=1)\[CH2:5][O:6][C:7]1[CH:12]=[CH:11][C:10]([CH2:13][O:14][C:22]2[CH:27]=[CH:26][C:25]([CH2:28][C:29]#[N:30])=[CH:24][CH:23]=2)=[CH:9][CH:8]=1.